This data is from Reaction yield outcomes from USPTO patents with 853,638 reactions. The task is: Predict the reaction yield, written as a fraction of the theoretical maximum amount of product (1.0 means a 100% yield; for example, 0.34 means a 34% yield). (1) The reactants are C([O:5][C:6]([CH:8]1[CH:12]([C:13]2[CH:18]=[CH:17][CH:16]=[C:15]([Cl:19])[C:14]=2[F:20])[C:11]([C:23]2[CH:28]=[CH:27][C:26]([Cl:29])=[CH:25][C:24]=2[F:30])([C:21]#[N:22])[CH:10]([CH2:31][C:32]([CH3:39])([CH3:38])[CH2:33][CH2:34][N:35]=[N+:36]=[N-:37])[NH:9]1)=[O:7])(C)(C)C.[F:40][C:41]([F:46])([F:45])[C:42]([OH:44])=[O:43]. The catalyst is ClCCl. The product is [F:40][C:41]([F:46])([F:45])[C:42]([OH:44])=[O:43].[N:35]([CH2:34][CH2:33][C:32]([CH3:39])([CH3:38])[CH2:31][CH:10]1[NH:9][CH:8]([C:6]([OH:7])=[O:5])[CH:12]([C:13]2[CH:18]=[CH:17][CH:16]=[C:15]([Cl:19])[C:14]=2[F:20])[C:11]1([C:23]1[CH:28]=[CH:27][C:26]([Cl:29])=[CH:25][C:24]=1[F:30])[C:21]#[N:22])=[N+:36]=[N-:37]. The yield is 0.960. (2) The reactants are [Br:1][C:2]1[CH:7]=[C:6]([CH3:8])[CH:5]=[CH:4][C:3]=1[OH:9].[CH3:10][CH:11]([CH:15]=[CH2:16])[CH:12](O)[CH3:13].C1C=CC(P(C2C=CC=CC=2)C2C=CC=CC=2)=CC=1.CCOC(/N=N/C(OCC)=O)=O. The catalyst is C1COCC1.O. The product is [Br:1][C:2]1[CH:7]=[C:6]([CH3:8])[CH:5]=[CH:4][C:3]=1[O:9][CH:15]([CH:11]([CH3:10])[CH:12]=[CH2:13])[CH3:16]. The yield is 0.598. (3) The reactants are Br[C:2]1[C:3]2[C:8]([C:9]([C:16]3[CH:21]=[C:20]([C:22]4[CH:27]=[CH:26][CH:25]=[CH:24][CH:23]=4)[CH:19]=[C:18]([C:28]4[CH:33]=[CH:32][CH:31]=[CH:30][CH:29]=4)[CH:17]=3)=[C:10]3[C:15]=1[CH:14]=[CH:13][CH:12]=[CH:11]3)=[CH:7][CH:6]=[CH:5][CH:4]=2.[C:34]1([C:40]([C:52]2[CH:57]=[CH:56][CH:55]=[CH:54][CH:53]=2)=[CH:41][C:42]2[CH:47]=[CH:46][C:45](OB(O)O)=[CH:44][CH:43]=2)[CH:39]=[CH:38][CH:37]=[CH:36][CH:35]=1.C(=O)([O-])[O-].[Na+].[Na+]. The catalyst is C1(C)C=CC=CC=1.C1C=CC([P]([Pd]([P](C2C=CC=CC=2)(C2C=CC=CC=2)C2C=CC=CC=2)([P](C2C=CC=CC=2)(C2C=CC=CC=2)C2C=CC=CC=2)[P](C2C=CC=CC=2)(C2C=CC=CC=2)C2C=CC=CC=2)(C2C=CC=CC=2)C2C=CC=CC=2)=CC=1. The product is [C:34]1([C:40]([C:52]2[CH:57]=[CH:56][CH:55]=[CH:54][CH:53]=2)=[CH:41][C:42]2[CH:47]=[CH:46][C:45]([C:2]3[C:3]4[C:8]([C:9]([C:16]5[CH:21]=[C:20]([C:22]6[CH:23]=[CH:24][CH:25]=[CH:26][CH:27]=6)[CH:19]=[C:18]([C:28]6[CH:33]=[CH:32][CH:31]=[CH:30][CH:29]=6)[CH:17]=5)=[C:10]5[C:15]=3[CH:14]=[CH:13][CH:12]=[CH:11]5)=[CH:7][CH:6]=[CH:5][CH:4]=4)=[CH:44][CH:43]=2)[CH:39]=[CH:38][CH:37]=[CH:36][CH:35]=1. The yield is 0.810. (4) The reactants are [CH2:1]([N:3]1[C:11]2[C:6](=[CH:7][CH:8]=[C:9]([O:12][CH3:13])[CH:10]=2)[C:5]([C:14]#[N:15])=[C:4]1[I:16])[CH3:2].[N+:17]([O-])([OH:19])=[O:18]. The catalyst is C(O)(=O)C. The product is [CH2:1]([N:3]1[C:11]2[C:6](=[CH:7][C:8]([N+:17]([O-:19])=[O:18])=[C:9]([O:12][CH3:13])[CH:10]=2)[C:5]([C:14]#[N:15])=[C:4]1[I:16])[CH3:2]. The yield is 0.290. (5) The reactants are [C:1]1([NH:7][CH2:8][C:9]2[O:13][C:12]([CH2:14][O:15]C(=O)C)=[CH:11][CH:10]=2)[CH:6]=[CH:5][CH:4]=[CH:3][CH:2]=1.NC1C=CC=CC=1.C(=O)([O-])[O-].[K+].[K+]. The catalyst is CO. The product is [C:1]1([NH:7][CH2:8][C:9]2[O:13][C:12]([CH2:14][OH:15])=[CH:11][CH:10]=2)[CH:2]=[CH:3][CH:4]=[CH:5][CH:6]=1. The yield is 0.820. (6) The reactants are [Cl:1][C:2]1[C:7]([C:8]2[CH:16]=C[C:11]3[N:12]=[CH:13]S[C:10]=3[CH:9]=2)=[CH:6][CH:5]=[CH:4][N:3]=1.IC1C=C[C:21]2[N:22](C=CN=2)C=1.ClC1C(B2OC(C)(C)C(C)(C)O2)=CC=CN=1.C([O-])([O-])=O.[Na+].[Na+]. The catalyst is O1CCOCC1.C1C=CC([P]([Pd]([P](C2C=CC=CC=2)(C2C=CC=CC=2)C2C=CC=CC=2)([P](C2C=CC=CC=2)(C2C=CC=CC=2)C2C=CC=CC=2)[P](C2C=CC=CC=2)(C2C=CC=CC=2)C2C=CC=CC=2)(C2C=CC=CC=2)C2C=CC=CC=2)=CC=1. The yield is 0.550. The product is [Cl:1][C:2]1[C:7]([C:8]2[CH:9]=[CH:10][C:11]3[N:12]([CH:13]=[CH:21][N:22]=3)[CH:16]=2)=[CH:6][CH:5]=[CH:4][N:3]=1. (7) The reactants are [CH2:1]([O:3][C:4]([C:6]1[C:11](=[O:12])[N:10]([CH2:13][C:14]2[CH:19]=[CH:18][CH:17]=[C:16]([F:20])[CH:15]=2)[C:9]2[S:21][C:22]([CH3:24])=[CH:23][C:8]=2[C:7]=1Cl)=[O:5])[CH3:2].[N:26]1([C:32]([C:34]2[S:35][CH:36]=[CH:37][CH:38]=2)=[O:33])[CH2:31][CH2:30][NH:29][CH2:28][CH2:27]1.C1N2CCN(CC2)C1.[Cl-].[NH4+]. The catalyst is CN(C=O)C. The product is [CH2:1]([O:3][C:4]([C:6]1[C:11](=[O:12])[N:10]([CH2:13][C:14]2[CH:19]=[CH:18][CH:17]=[C:16]([F:20])[CH:15]=2)[C:9]2[S:21][C:22]([CH3:24])=[CH:23][C:8]=2[C:7]=1[N:29]1[CH2:30][CH2:31][N:26]([C:32]([C:34]2[S:35][CH:36]=[CH:37][CH:38]=2)=[O:33])[CH2:27][CH2:28]1)=[O:5])[CH3:2]. The yield is 0.650.